Predict the reaction yield, written as a fraction of the theoretical maximum amount of product (1.0 means a 100% yield; for example, 0.34 means a 34% yield). From a dataset of Reaction yield outcomes from USPTO patents with 853,638 reactions. The reactants are [CH3:1][C:2]1[C:7]([N+:8]([O-:10])=[O:9])=[C:6]([CH3:11])[N:5]=[C:4]([NH:12][CH2:13][C:14]([O:16]CC)=[O:15])[N:3]=1.[OH-].[Na+]. The yield is 0.750. The product is [CH3:11][C:6]1[C:7]([N+:8]([O-:10])=[O:9])=[C:2]([CH3:1])[N:3]=[C:4]([NH:12][CH2:13][C:14]([OH:16])=[O:15])[N:5]=1. The catalyst is O1CCOCC1.